Predict the reactants needed to synthesize the given product. From a dataset of Full USPTO retrosynthesis dataset with 1.9M reactions from patents (1976-2016). (1) The reactants are: [C:1]([N:4]1[C@@H:12]([C:13]2[CH:18]=[CH:17][C:16]([O:19][CH3:20])=[CH:15][CH:14]=2)[C@@H:11]2[C:6]([C:7]3[CH:24]=[C:23]([O:25][CH3:26])[CH:22]=[CH:21][C:8]=3[CH2:9][CH2:10]2)=[N:5]1)(=O)[CH3:2].[H-].[H-].[H-].[H-].[Li+].[Al+3]. Given the product [CH2:1]([N:4]1[C@@H:12]([C:13]2[CH:14]=[CH:15][C:16]([O:19][CH3:20])=[CH:17][CH:18]=2)[C@@H:11]2[C:6]([C:7]3[CH:24]=[C:23]([O:25][CH3:26])[CH:22]=[CH:21][C:8]=3[CH2:9][CH2:10]2)=[N:5]1)[CH3:2], predict the reactants needed to synthesize it. (2) Given the product [CH3:1][O:2][C:3]1[CH:8]=[CH:7][C:6]([C:9]2[CH:10]=[N:11][C:12]([CH2:15][OH:22])=[N:13][CH:14]=2)=[C:5]([C:17]([F:20])([F:19])[F:18])[CH:4]=1, predict the reactants needed to synthesize it. The reactants are: [CH3:1][O:2][C:3]1[CH:8]=[CH:7][C:6]([C:9]2[CH:10]=[N:11][C:12]([C:15]#N)=[N:13][CH:14]=2)=[C:5]([C:17]([F:20])([F:19])[F:18])[CH:4]=1.C(O)=[O:22]. (3) Given the product [Cl:1][C:2]1[CH:8]=[C:7]([I:9])[C:5]([NH:6][CH2:12][CH2:11][S:13]([CH3:16])(=[O:15])=[O:14])=[C:4]([F:10])[CH:3]=1, predict the reactants needed to synthesize it. The reactants are: [Cl:1][C:2]1[CH:8]=[C:7]([I:9])[C:5]([NH2:6])=[C:4]([F:10])[CH:3]=1.[CH:11]([S:13]([CH3:16])(=[O:15])=[O:14])=[CH2:12].C([O-])([O-])=O.[Cs+].[Cs+].CN(C=O)C.